The task is: Predict the reaction yield, written as a fraction of the theoretical maximum amount of product (1.0 means a 100% yield; for example, 0.34 means a 34% yield).. This data is from Reaction yield outcomes from USPTO patents with 853,638 reactions. The yield is 0.690. The product is [F:35][C:34]([F:37])([F:36])[CH2:33][N:1]1[C:7]2[CH:8]=[CH:9][CH:10]=[CH:11][C:6]=2[CH:5]=[CH:4][CH:3]=[CH:2]1. The reactants are [N:1]1[CH2:2][CH:3]=[CH:4][CH:5]=[C:6]2[CH:11]=[CH:10][CH:9]=[CH:8][C:7]=12.C(N(CC)CC)C.C(N(CC)C(C)C)(C)C.CS(O[CH2:33][C:34]([F:37])([F:36])[F:35])(=O)=O. The catalyst is CC(C)=O.